Dataset: Full USPTO retrosynthesis dataset with 1.9M reactions from patents (1976-2016). Task: Predict the reactants needed to synthesize the given product. (1) Given the product [F:12][C:3]1[CH:4]=[C:5]([C:8]([F:11])([F:10])[F:9])[CH:6]=[CH:7][C:2]=1[N:16]1[CH2:17][CH2:18][CH:14]([OH:13])[CH2:15]1, predict the reactants needed to synthesize it. The reactants are: Br[C:2]1[CH:7]=[CH:6][C:5]([C:8]([F:11])([F:10])[F:9])=[CH:4][C:3]=1[F:12].[OH:13][CH:14]1[CH2:18][CH2:17][NH:16][CH2:15]1.C1(P(C2C=CC=CC=2)C2C=CC3C(=CC=CC=3)C=2C2C3C(=CC=CC=3)C=CC=2P(C2C=CC=CC=2)C2C=CC=CC=2)C=CC=CC=1.C(=O)([O-])[O-].[Cs+].[Cs+]. (2) Given the product [Br:1][C:2]1[CH:3]=[C:4]([C:21]([NH:40][NH:39][C:37](=[O:38])[CH2:36][N:31]2[CH2:32][C@H:33]([CH3:35])[O:34][C@H:29]([CH3:28])[CH2:30]2)=[O:22])[C:5]2[CH:6]=[N:7][N:8]([S:11]([C:14]3[CH:15]=[CH:16][C:17]([CH3:20])=[CH:18][CH:19]=3)(=[O:12])=[O:13])[C:9]=2[CH:10]=1, predict the reactants needed to synthesize it. The reactants are: [Br:1][C:2]1[CH:3]=[C:4]([C:21](O)=[O:22])[C:5]2[CH:6]=[N:7][N:8]([S:11]([C:14]3[CH:19]=[CH:18][C:17]([CH3:20])=[CH:16][CH:15]=3)(=[O:13])=[O:12])[C:9]=2[CH:10]=1.S(Cl)(Cl)=O.[CH3:28][C@H:29]1[O:34][C@@H:33]([CH3:35])[CH2:32][N:31]([CH2:36][C:37]([NH:39][NH2:40])=[O:38])[CH2:30]1.CCN(C(C)C)C(C)C.